This data is from Retrosynthesis with 50K atom-mapped reactions and 10 reaction types from USPTO. The task is: Predict the reactants needed to synthesize the given product. (1) Given the product CNC1CCN(CCCOCCc2ccc(F)cc2)CC1, predict the reactants needed to synthesize it. The reactants are: CN.O=C1CCN(CCCOCCc2ccc(F)cc2)CC1. (2) Given the product C=Cc1c(N2CCNCC2)c(F)cc2c(=O)c(C(=O)O)cn(C3CC3)c12, predict the reactants needed to synthesize it. The reactants are: C1CNCCN1.C=Cc1c(F)c(F)cc2c(=O)c(C(=O)O)cn(C3CC3)c12.